This data is from Aqueous solubility values for 9,982 compounds from the AqSolDB database. The task is: Regression/Classification. Given a drug SMILES string, predict its absorption, distribution, metabolism, or excretion properties. Task type varies by dataset: regression for continuous measurements (e.g., permeability, clearance, half-life) or binary classification for categorical outcomes (e.g., BBB penetration, CYP inhibition). For this dataset (solubility_aqsoldb), we predict Y. (1) The drug is C=CC(=O)OCCCOCC(C)(C)COCCCOC(=O)C=C. The Y is -3.05 log mol/L. (2) The drug is Cc1snnc1C(=O)O. The Y is -0.460 log mol/L. (3) The compound is [As+3].[As+3].[O-2].[O-2].[O-2]. The Y is -1.05 log mol/L.